From a dataset of Reaction yield outcomes from USPTO patents with 853,638 reactions. Predict the reaction yield, written as a fraction of the theoretical maximum amount of product (1.0 means a 100% yield; for example, 0.34 means a 34% yield). (1) The reactants are [CH:1]1([C@@:4]2([CH3:17])[CH2:8][O:7][C:6](=[O:9])[N:5]2[C:10]2[CH:15]=[CH:14][N:13]=[C:12](F)[N:11]=2)[CH2:3][CH2:2]1.[NH2:18][C@H:19]([C:21]1[CH:26]=[CH:25][C:24]([CH2:27][OH:28])=[C:23]([F:29])[CH:22]=1)[CH3:20].CCN(C(C)C)C(C)C. The catalyst is CS(C)=O.CCOC(C)=O. The product is [CH:1]1([C@@:4]2([CH3:17])[CH2:8][O:7][C:6](=[O:9])[N:5]2[C:10]2[CH:15]=[CH:14][N:13]=[C:12]([NH:18][C@H:19]([C:21]3[CH:26]=[CH:25][C:24]([CH2:27][OH:28])=[C:23]([F:29])[CH:22]=3)[CH3:20])[N:11]=2)[CH2:3][CH2:2]1. The yield is 0.770. (2) The reactants are [CH3:1][O:2][C:3]1[C:4](=[O:15])[CH:5]=[C:6]([C:9]2[CH:14]=[CH:13][CH:12]=[CH:11][CH:10]=2)O[CH:8]=1.CC(O)=O.[NH2:20][C:21]1[CH:22]=[C:23]([C:27]2[CH:32]=[CH:31][CH:30]=[CH:29][CH:28]=2)[CH:24]=[CH:25][CH:26]=1. The product is [C:23]1([C:27]2[CH:28]=[CH:29][CH:30]=[CH:31][CH:32]=2)[CH:24]=[CH:25][CH:26]=[C:21]([N:20]2[CH:8]=[C:3]([O:2][CH3:1])[C:4](=[O:15])[CH:5]=[C:6]2[C:9]2[CH:10]=[CH:11][CH:12]=[CH:13][CH:14]=2)[CH:22]=1. The catalyst is O. The yield is 0.440. (3) The product is [OH:2][C:3]1[CH:19]=[CH:18][C:6]2[CH2:7][C@@H:8]([CH2:13][C:14]([O:16][CH3:17])=[O:15])[C:9](=[O:12])[NH:10][CH2:11][C:5]=2[CH:4]=1. The catalyst is C(Cl)(Cl)Cl.O.CO. The reactants are C[O:2][C:3]1[CH:19]=[CH:18][C:6]2[CH2:7][C@@H:8]([CH2:13][C:14]([O:16][CH3:17])=[O:15])[C:9](=[O:12])[NH:10][CH2:11][C:5]=2[CH:4]=1.B(Br)(Br)Br.CO. The yield is 0.680. (4) The reactants are Br[C:2]1[CH:11]=[CH:10][C:9]2[C:4](=[CH:5][CH:6]=[CH:7][CH:8]=2)[CH:3]=1.[I-:12].[K+].Cl. The catalyst is [Cu](I)I.CN(C)P(N(C)C)(N(C)C)=O. The product is [I:12][C:2]1[CH:11]=[CH:10][C:9]2[C:4](=[CH:5][CH:6]=[CH:7][CH:8]=2)[CH:3]=1. The yield is 0.590. (5) The reactants are [CH3:1][O:2][C:3]1[CH:4]=[C:5]2[C:8](=[CH:9][C:10]=1[O:11][CH3:12])[CH:7]([NH:13][C:14](=O)OCC)[CH2:6]2.[H-].[H-].[H-].[H-].[Li+].[Al+3].O.[OH-].[Na+]. The catalyst is C1COCC1. The product is [CH3:1][O:2][C:3]1[CH:4]=[C:5]2[C:8](=[CH:9][C:10]=1[O:11][CH3:12])[CH:7]([NH:13][CH3:14])[CH2:6]2. The yield is 0.920. (6) The reactants are [Cl:1][C:2]1[N:3]=[C:4]2[CH:9]=[CH:8][C:7]([CH:10]=[CH:11][CH3:12])=[N:6][N:5]2[C:13]=1[S:14]([N:17]=CN(CC(C)C)CC(C)C)(=[O:16])=[O:15].ClC1N=C2C=CC(C3CC3)=NN2C=1S(N=CN(CC(C)C)CC(C)C)(=O)=O. No catalyst specified. The product is [Cl:1][C:2]1[N:3]=[C:4]2[CH:9]=[CH:8][C:7](/[CH:10]=[CH:11]/[CH3:12])=[N:6][N:5]2[C:13]=1[S:14]([NH2:17])(=[O:15])=[O:16]. The yield is 0.701. (7) The reactants are [Cl:1][C:2]1[CH:7]=[CH:6][C:5]([Cl:8])=[CH:4][C:3]=1[C:9]1[C:14]([Cl:15])=[CH:13][C:12]([O:16][CH3:17])=[C:11]([NH:18][CH2:19][C:20]([OH:22])=O)[CH:10]=1.CCN(CC)CC.CCN=C=NCCCN(C)C.Cl.C1C=CC2N(O)N=NC=2C=1.Cl.[C:53]([N:57]1[CH2:62][CH2:61][NH:60][CH2:59][CH:58]1[C:63]([NH2:65])=[O:64])(=[O:56])[CH:54]=[CH2:55]. The catalyst is CN(C=O)C. The product is [C:53]([N:57]1[CH2:62][CH2:61][N:60]([C:20](=[O:22])[CH2:19][NH:18][C:11]2[CH:10]=[C:9]([C:3]3[CH:4]=[C:5]([Cl:8])[CH:6]=[CH:7][C:2]=3[Cl:1])[C:14]([Cl:15])=[CH:13][C:12]=2[O:16][CH3:17])[CH2:59][CH:58]1[C:63]([NH2:65])=[O:64])(=[O:56])[CH:54]=[CH2:55]. The yield is 0.0297. (8) The reactants are [CH3:1][C@H:2]1[O:7][CH2:6][C@@H:5]([C:8]2[CH:13]=[CH:12][CH:11]=[CH:10][CH:9]=2)[NH:4][C:3]1=O.[H-].COCCO[Al+]OCCOC.[Na+].[H-].[OH-].[Na+]. The catalyst is C1(C)C=CC=CC=1. The product is [CH3:1][C@H:2]1[O:7][CH2:6][C@@H:5]([C:8]2[CH:9]=[CH:10][CH:11]=[CH:12][CH:13]=2)[NH:4][CH2:3]1. The yield is 1.00. (9) The reactants are FC(F)(F)[C:3]([N:5]([C:7]1[CH:8]=[C:9]([NH:13][C:14](=[O:23])[O:15][CH2:16][C:17]2[CH:22]=[CH:21][CH:20]=[CH:19][CH:18]=2)[CH:10]=[CH:11][CH:12]=1)C)=O.[OH-].[Na+].C1COCC1.CO. The catalyst is C(Cl)Cl. The product is [CH3:3][NH:5][C:7]1[CH:8]=[C:9]([NH:13][C:14](=[O:23])[O:15][CH2:16][C:17]2[CH:18]=[CH:19][CH:20]=[CH:21][CH:22]=2)[CH:10]=[CH:11][CH:12]=1. The yield is 0.650.